From a dataset of Full USPTO retrosynthesis dataset with 1.9M reactions from patents (1976-2016). Predict the reactants needed to synthesize the given product. (1) Given the product [Br:1][C:2]1[S:3][C:4]([CH3:10])=[CH:5][C:6]=1[C:7]([NH2:15])=[O:8], predict the reactants needed to synthesize it. The reactants are: [Br:1][C:2]1[S:3][C:4]([CH3:10])=[CH:5][C:6]=1[C:7](O)=[O:8].S(Cl)(Cl)=O.[NH2:15]C1C=CC([N+]([O-])=O)=CC=1O. (2) Given the product [Br:16][C:9]1[C:10]2[C:15]([C:2]([Si:28]([C:29]3[CH:30]=[CH:31][CH:32]=[CH:33][CH:34]=3)([C:35]3[CH:40]=[CH:39][CH:38]=[CH:37][CH:36]=3)[C:22]3[CH:23]=[CH:24][CH:25]=[CH:26][CH:27]=3)=[C:3]3[C:8]=1[CH:7]=[CH:6][CH:5]=[CH:4]3)=[CH:14][CH:13]=[CH:12][CH:11]=2, predict the reactants needed to synthesize it. The reactants are: Br[C:2]1[C:3]2[C:8]([C:9]([Br:16])=[C:10]3[C:15]=1[CH:14]=[CH:13][CH:12]=[CH:11]3)=[CH:7][CH:6]=[CH:5][CH:4]=2.C([Li])CCC.[C:22]1([Si:28](Cl)([C:35]2[CH:40]=[CH:39][CH:38]=[CH:37][CH:36]=2)[C:29]2[CH:34]=[CH:33][CH:32]=[CH:31][CH:30]=2)[CH:27]=[CH:26][CH:25]=[CH:24][CH:23]=1. (3) Given the product [CH3:10][O:11][C:12]1[CH:17]=[C:16]([CH3:18])[CH:15]=[CH:14][C:13]=1[O:19][C:2]1[CH:9]=[CH:8][C:5]([CH:6]=[O:7])=[CH:4][CH:3]=1, predict the reactants needed to synthesize it. The reactants are: F[C:2]1[CH:9]=[CH:8][C:5]([CH:6]=[O:7])=[CH:4][CH:3]=1.[CH3:10][O:11][C:12]1[CH:17]=[C:16]([CH3:18])[CH:15]=[CH:14][C:13]=1[OH:19].C([O-])([O-])=O.[Cs+].[Cs+]. (4) Given the product [Cl:25][C:26]1[CH:27]=[C:28]([CH:29]=[CH:30][CH:31]=1)[CH2:32][S:33]([NH:36][C:22]([CH:20]1[CH2:21][N:18]([C:4]2[C:3]([C:1]#[N:2])=[CH:8][C:7]([C:9]([O:11][CH2:12][CH3:13])=[O:10])=[C:6]([C:14]([F:16])([F:15])[F:17])[N:5]=2)[CH2:19]1)=[O:23])(=[O:34])=[O:35], predict the reactants needed to synthesize it. The reactants are: [C:1]([C:3]1[C:4]([N:18]2[CH2:21][CH:20]([C:22](O)=[O:23])[CH2:19]2)=[N:5][C:6]([C:14]([F:17])([F:16])[F:15])=[C:7]([C:9]([O:11][CH2:12][CH3:13])=[O:10])[CH:8]=1)#[N:2].[Cl:25][C:26]1[CH:27]=[C:28]([CH2:32][S:33]([NH2:36])(=[O:35])=[O:34])[CH:29]=[CH:30][CH:31]=1. (5) The reactants are: [CH2:1]([C@@H:8]1[CH2:12][O:11][C:10](=[O:13])[N:9]1[C:14](=[O:23])[CH2:15][C:16]1[CH:21]=[CH:20][C:19]([Br:22])=[CH:18][CH:17]=1)[C:2]1[CH:7]=[CH:6][CH:5]=[CH:4][CH:3]=1.[CH3:24][Si]([N-][Si](C)(C)C)(C)C.[Na+].CI. Given the product [CH2:1]([C@@H:8]1[CH2:12][O:11][C:10](=[O:13])[N:9]1[C:14](=[O:23])[C@@H:15]([C:16]1[CH:17]=[CH:18][C:19]([Br:22])=[CH:20][CH:21]=1)[CH3:24])[C:2]1[CH:7]=[CH:6][CH:5]=[CH:4][CH:3]=1, predict the reactants needed to synthesize it. (6) Given the product [NH2:1][C:4]1[CH:5]=[C:6]2[C:10](=[CH:11][CH:12]=1)[N:9]([C:13]([O:15][C:16]([CH3:17])([CH3:18])[CH3:19])=[O:14])[C:8]([C:20]([O:22][CH2:23][CH3:24])=[O:21])=[CH:7]2, predict the reactants needed to synthesize it. The reactants are: [N+:1]([C:4]1[CH:5]=[C:6]2[C:10](=[CH:11][CH:12]=1)[N:9]([C:13]([O:15][C:16]([CH3:19])([CH3:18])[CH3:17])=[O:14])[C:8]([C:20]([O:22][CH2:23][CH3:24])=[O:21])=[CH:7]2)([O-])=O. (7) Given the product [Cl:14][C:15]1[CH:16]=[C:17]([CH:20]=[CH:21][C:22]=1[Cl:23])[CH2:18][NH:19][C:2]1[C:11]2[C:6](=[C:7]([F:12])[CH:8]=[CH:9][CH:10]=2)[N:5]=[C:4]([CH3:13])[CH:3]=1, predict the reactants needed to synthesize it. The reactants are: Cl[C:2]1[C:11]2[C:6](=[C:7]([F:12])[CH:8]=[CH:9][CH:10]=2)[N:5]=[C:4]([CH3:13])[CH:3]=1.[Cl:14][C:15]1[CH:16]=[C:17]([CH:20]=[CH:21][C:22]=1[Cl:23])[CH2:18][NH2:19].